From a dataset of Forward reaction prediction with 1.9M reactions from USPTO patents (1976-2016). Predict the product of the given reaction. (1) Given the reactants [CH3:1][C:2]1([CH3:22])[C:6]([CH3:8])([CH3:7])[O:5][B:4]([C:9]2[CH:14]=[CH:13][C:12]([CH:15]=[CH:16][C:17]([O:19][CH2:20][CH3:21])=[O:18])=[CH:11][CH:10]=2)[O:3]1, predict the reaction product. The product is: [CH3:7][C:6]1([CH3:8])[C:2]([CH3:1])([CH3:22])[O:3][B:4]([C:9]2[CH:14]=[CH:13][C:12]([CH2:15][CH2:16][C:17]([O:19][CH2:20][CH3:21])=[O:18])=[CH:11][CH:10]=2)[O:5]1. (2) Given the reactants [CH:1]([C:3]1[CH:8]=[CH:7][CH:6]=[CH:5][C:4]=1NC(=O)OC)=[O:2].[H-].[Na+].[CH3:16]I.[C:18]([OH:21])(=[O:20])C.[CH3:22][N:23](C)C=O, predict the reaction product. The product is: [CH:1]([C:3]1[CH:8]=[CH:7][CH:6]=[CH:5][C:4]=1[CH2:22][NH:23][C:18](=[O:20])[O:21][CH3:16])=[O:2]. (3) The product is: [Br:33][CH2:2][C:3]1[CH:8]=[CH:7][C:6]([S:9]([NH2:12])(=[O:11])=[O:10])=[CH:5][CH:4]=1. Given the reactants O[CH2:2][C:3]1[CH:8]=[CH:7][C:6]([S:9]([NH2:12])(=[O:11])=[O:10])=[CH:5][CH:4]=1.C1(P(C2C=CC=CC=2)C2C=CC=CC=2)C=CC=CC=1.C(Br)(Br)(Br)[Br:33], predict the reaction product. (4) Given the reactants [CH3:1][N:2]1[CH:10]=[C:9]2[C:4]([C:5]([C:11]3[C:16]([CH3:17])=[CH:15][C:14]([CH3:18])=[CH:13][C:12]=3[CH3:19])=[CH:6][CH:7]=[CH:8]2)=[N:3]1.C([N-]C(C)C)(C)C.[Li+].[O:28]1CC[CH2:30][CH2:29]1.CCCCCCC.C(C1C=CC=CC=1)C.C(=O)C, predict the reaction product. The product is: [CH3:1][N:2]1[C:10]([CH:29]([OH:28])[CH3:30])=[C:9]2[C:4]([C:5]([C:11]3[C:16]([CH3:17])=[CH:15][C:14]([CH3:18])=[CH:13][C:12]=3[CH3:19])=[CH:6][CH:7]=[CH:8]2)=[N:3]1. (5) Given the reactants [CH:1]1([CH2:4][N:5]([CH2:24][CH2:25][CH3:26])[C:6]2[N:11]=[CH:10][N:9]=[C:8]([C:12]([NH:14][C:15]3[CH:16]=[C:17]4[C:21](=[CH:22][CH:23]=3)[NH:20][N:19]=[CH:18]4)=[O:13])[CH:7]=2)[CH2:3][CH2:2]1.C(=O)([O-])[O-].[K+].[K+].Br[CH2:34][C:35]([O:37][CH2:38][CH3:39])=[O:36].O, predict the reaction product. The product is: [CH:1]1([CH2:4][N:5]([CH2:24][CH2:25][CH3:26])[C:6]2[N:11]=[CH:10][N:9]=[C:8]([C:12]([NH:14][C:15]3[CH:16]=[C:17]4[C:21](=[CH:22][CH:23]=3)[N:20]([CH2:34][C:35]([O:37][CH2:38][CH3:39])=[O:36])[N:19]=[CH:18]4)=[O:13])[CH:7]=2)[CH2:3][CH2:2]1. (6) The product is: [Br:1][CH:2]([CH3:6])[C:3]([O:12][CH2:11][CH2:10][N:7]=[N+:8]=[N-:9])=[O:4]. Given the reactants [Br:1][CH:2]([CH3:6])[C:3](Br)=[O:4].[N:7]([CH2:10][CH2:11][OH:12])=[N+:8]=[N-:9].Br.O, predict the reaction product. (7) Given the reactants C(OC([N:8]1[CH2:13][CH2:12][N:11]([C:14]2[CH:19]=[CH:18][C:17]([C:20]3[CH:21]=[C:22]4[C:28]([C:29]5[C:30]([CH3:43])=[N:31][N:32]([CH2:35][C:36]6[CH:41]=[CH:40][CH:39]=[C:38]([F:42])[CH:37]=6)[C:33]=5[CH3:34])=[C:27]([CH:44]5[CH2:46][CH2:45]5)[N:26](C(OC(C)(C)C)=O)[C:23]4=[N:24][CH:25]=3)=[CH:16][CH:15]=2)[CH2:10][CH2:9]1)=O)(C)(C)C.CO.Cl.C(=O)(O)[O-].[Na+], predict the reaction product. The product is: [CH:44]1([C:27]2[NH:26][C:23]3=[N:24][CH:25]=[C:20]([C:17]4[CH:18]=[CH:19][C:14]([N:11]5[CH2:10][CH2:9][NH:8][CH2:13][CH2:12]5)=[CH:15][CH:16]=4)[CH:21]=[C:22]3[C:28]=2[C:29]2[C:30]([CH3:43])=[N:31][N:32]([CH2:35][C:36]3[CH:41]=[CH:40][CH:39]=[C:38]([F:42])[CH:37]=3)[C:33]=2[CH3:34])[CH2:46][CH2:45]1.